Dataset: Forward reaction prediction with 1.9M reactions from USPTO patents (1976-2016). Task: Predict the product of the given reaction. (1) Given the reactants [Br:1][C:2]1[CH:7]=[CH:6][C:5]([CH2:8]Br)=[CH:4][C:3]=1[CH3:10].[C-:11]#[N:12].[K+], predict the reaction product. The product is: [Br:1][C:2]1[CH:7]=[CH:6][C:5]([CH2:8][C:11]#[N:12])=[CH:4][C:3]=1[CH3:10]. (2) The product is: [CH3:11][O:12][C:13]1[N:18]=[C:17]2[N:19]([CH2:20][C:21]3[CH:31]=[CH:30][C:24]4[N:25]=[C:26]([S:28][CH3:29])[S:27][C:23]=4[CH:22]=3)[CH:1]=[N:32][C:16]2=[CH:15][CH:14]=1. Given the reactants [CH2:1](OC(OCC)OCC)C.[CH3:11][O:12][C:13]1[N:18]=[C:17]([NH:19][CH2:20][C:21]2[CH:31]=[CH:30][C:24]3[N:25]=[C:26]([S:28][CH3:29])[S:27][C:23]=3[CH:22]=2)[C:16]([NH2:32])=[CH:15][CH:14]=1, predict the reaction product. (3) Given the reactants [CH3:1][C:2]1[C:10]2[C:9]([NH2:11])=[CH:8][CH:7]=[CH:6][C:5]=2[N:4]([CH2:12][C:13]2[CH:18]=[CH:17][CH:16]=[C:15]([CH3:19])[N:14]=2)[N:3]=1.C[Si]([N-][Si](C)(C)C)(C)C.[Li+].[CH3:30][N:31]1[C:35]([C:36]2[CH:41]=[CH:40][N:39]3[C:42]([C:45](OC)=[O:46])=[CH:43][N:44]=[C:38]3[CH:37]=2)=[CH:34][CH:33]=[N:32]1, predict the reaction product. The product is: [CH3:1][C:2]1[C:10]2[C:5](=[CH:6][CH:7]=[CH:8][C:9]=2[NH:11][C:45]([C:42]2[N:39]3[CH:40]=[CH:41][C:36]([C:35]4[N:31]([CH3:30])[N:32]=[CH:33][CH:34]=4)=[CH:37][C:38]3=[N:44][CH:43]=2)=[O:46])[N:4]([CH2:12][C:13]2[CH:18]=[CH:17][CH:16]=[C:15]([CH3:19])[N:14]=2)[N:3]=1. (4) The product is: [OH:1][C:2]1([C:15]2[S:16][C:17]([C:20]3[CH:25]=[C:24]([CH3:26])[CH:23]=[C:22]([NH:27][C:28]4[N:33]=[C:32]([CH2:34][CH2:35][CH2:36][O:37][CH3:38])[CH:31]=[CH:30][N:29]=4)[CH:21]=3)=[CH:18][N:19]=2)[CH2:3][CH2:4][CH:5]([C:8]([O:10][C:11]([CH3:13])([CH3:12])[CH3:14])=[O:9])[CH2:6][CH2:7]1. Given the reactants [OH:1][C:2]1([C:15]2[S:16][C:17]([C:20]3[CH:25]=[C:24]([CH3:26])[CH:23]=[C:22]([NH:27][C:28]4[N:33]=[C:32](/[CH:34]=[CH:35]/[CH2:36][O:37][CH3:38])[CH:31]=[CH:30][N:29]=4)[CH:21]=3)=[CH:18][N:19]=2)[CH2:7][CH2:6][CH:5]([C:8]([O:10][C:11]([CH3:14])([CH3:13])[CH3:12])=[O:9])[CH2:4][CH2:3]1, predict the reaction product. (5) Given the reactants [OH:1][C:2]1[CH:11]=[CH:10][CH:9]=[C:8]2[C:3]=1[CH2:4][CH2:5][CH2:6][C:7]2=[O:12].[H-].[Na+].Br[CH2:16][C:17]([O:19][CH2:20][CH3:21])=[O:18], predict the reaction product. The product is: [O:1]=[C:2]1[CH2:11][CH2:10][CH2:9][C:8]2[C:7]([O:12][CH2:16][C:17]([O:19][CH2:20][CH3:21])=[O:18])=[CH:6][CH:5]=[CH:4][C:3]1=2.